Dataset: Catalyst prediction with 721,799 reactions and 888 catalyst types from USPTO. Task: Predict which catalyst facilitates the given reaction. (1) Reactant: [CH3:1][O:2][C:3]([C:5]1[NH:6][C:7]2[C:12]([CH:13]=1)=[CH:11][CH:10]=[CH:9][CH:8]=2)=[O:4].[C:14]([O-])([O-])=O.[K+].[K+].CI. Product: [CH3:1][O:2][C:3]([C:5]1[N:6]([CH3:14])[C:7]2[C:12]([CH:13]=1)=[CH:11][CH:10]=[CH:9][CH:8]=2)=[O:4]. The catalyst class is: 39. (2) Reactant: [Cl:1][C:2]1[CH:7]=[CH:6][C:5]([C:8]2[CH:9]=[C:10]3[CH:25]([OH:26])[CH2:24][C:23]([CH3:28])([CH3:27])[O:22][C:11]3=[N:12][C:13]=2[C:14]2[CH:19]=[CH:18][C:17]([Cl:20])=[CH:16][C:15]=2[Cl:21])=[CH:4][CH:3]=1.[C:29](OC(=O)C)(=[O:31])[CH3:30]. Product: [C:29]([O:26][CH:25]1[C:10]2[C:11](=[N:12][C:13]([C:14]3[CH:19]=[CH:18][C:17]([Cl:20])=[CH:16][C:15]=3[Cl:21])=[C:8]([C:5]3[CH:4]=[CH:3][C:2]([Cl:1])=[CH:7][CH:6]=3)[CH:9]=2)[O:22][C:23]([CH3:28])([CH3:27])[CH2:24]1)(=[O:31])[CH3:30]. The catalyst class is: 17. (3) Reactant: N(C([O-])=O)=NC([O-])=O.[CH2:9]([O:16][C:17]([NH:19][C:20]1[C:25]([C:26]([O:28][C:29]([CH3:32])([CH3:31])[CH3:30])=[O:27])=[C:24]([OH:33])[C:23]([Br:34])=[CH:22][CH:21]=1)=[O:18])[C:10]1[CH:15]=[CH:14][CH:13]=[CH:12][CH:11]=1.O[CH2:36][C@H:37]1[CH2:40][CH2:39][N:38]1[C:41]([O:43][C:44]([CH3:47])([CH3:46])[CH3:45])=[O:42].C1(P(C2C=CC=CC=2)C2C=CC=CC=2)C=CC=CC=1. Product: [CH2:9]([O:16][C:17]([NH:19][C:20]1[C:25]([C:26]([O:28][C:29]([CH3:30])([CH3:31])[CH3:32])=[O:27])=[C:24]([C:23]([Br:34])=[CH:22][CH:21]=1)[O:33][CH2:36][C@H:37]1[CH2:40][CH2:39][N:38]1[C:41]([O:43][C:44]([CH3:45])([CH3:47])[CH3:46])=[O:42])=[O:18])[C:10]1[CH:11]=[CH:12][CH:13]=[CH:14][CH:15]=1. The catalyst class is: 1. (4) Reactant: Cl[C:2]1[N:11]=[C:10]([NH:12][CH2:13][C@H:14]([C:20]2[CH:25]=[CH:24][CH:23]=[CH:22][CH:21]=2)[N:15]2[CH:19]=[CH:18][CH:17]=[CH:16]2)[C:9]2[C:4](=[CH:5][CH:6]=[CH:7][CH:8]=2)[N:3]=1.[CH3:26][C:27]1[C:32](B(O)O)=[CH:31][N:30]2[CH:36]=[CH:37][N:38]=[C:29]2[CH:28]=1.C(NC1C2C(=CC=CC=2)N=C(C2SC3C=CC=CC=3C=2)N=1)(C1C=CC=CC=1)C1C=CC=CC=1. Product: [CH3:26][C:27]1[C:32]([C:2]2[N:11]=[C:10]([NH:12][CH2:13][C@H:14]([C:20]3[CH:25]=[CH:24][CH:23]=[CH:22][CH:21]=3)[N:15]3[CH:19]=[CH:18][CH:17]=[CH:16]3)[C:9]3[C:4](=[CH:5][CH:6]=[CH:7][CH:8]=3)[N:3]=2)=[CH:31][N:30]2[CH:36]=[CH:37][N:38]=[C:29]2[CH:28]=1. The catalyst class is: 147.